Dataset: Catalyst prediction with 721,799 reactions and 888 catalyst types from USPTO. Task: Predict which catalyst facilitates the given reaction. (1) Reactant: O=C1C2C(=CC=CC=2)C(=O)[N:3]1[O:12][C@@H:13]1[CH2:17][CH2:16][N:15]([C:18]([O:20][C:21]([CH3:24])([CH3:23])[CH3:22])=[O:19])[CH2:14]1.O[C@@H]1CCN(C(OC(C)(C)C)=O)C1.NN. Product: [NH2:3][O:12][C@@H:13]1[CH2:17][CH2:16][N:15]([C:18]([O:20][C:21]([CH3:24])([CH3:23])[CH3:22])=[O:19])[CH2:14]1. The catalyst class is: 5. (2) Reactant: [N:1]1([CH2:6][C:7]2[CH:23]=[CH:22][C:10]([CH2:11][N:12]3[CH:16]=[C:15]([C:17]([O:19]CC)=[O:18])[CH:14]=[N:13]3)=[CH:9][C:8]=2[O:24][CH3:25])[CH:5]=[CH:4][CH:3]=[N:2]1. Product: [N:1]1([CH2:6][C:7]2[CH:23]=[CH:22][C:10]([CH2:11][N:12]3[CH:16]=[C:15]([C:17]([OH:19])=[O:18])[CH:14]=[N:13]3)=[CH:9][C:8]=2[O:24][CH3:25])[CH:5]=[CH:4][CH:3]=[N:2]1. The catalyst class is: 636. (3) Reactant: [CH2:1]([C:4]1[CH:28]=[CH:27][C:7]([CH2:8][N:9]([CH2:22][C:23]([O:25]C)=[O:24])[C:10](=[O:21])[CH2:11][C:12]2[CH:17]=[CH:16][C:15]([CH2:18][CH2:19][CH3:20])=[CH:14][CH:13]=2)=[CH:6][CH:5]=1)[CH2:2][CH3:3].[OH-].[Na+].Cl. Product: [CH2:1]([C:4]1[CH:5]=[CH:6][C:7]([CH2:8][N:9]([CH2:22][C:23]([OH:25])=[O:24])[C:10](=[O:21])[CH2:11][C:12]2[CH:13]=[CH:14][C:15]([CH2:18][CH2:19][CH3:20])=[CH:16][CH:17]=2)=[CH:27][CH:28]=1)[CH2:2][CH3:3]. The catalyst class is: 125. (4) Reactant: [CH3:1][C:2]1([CH3:36])[CH:7]([NH:8][C:9](=[O:28])[CH2:10][C@@H:11]2[C:16](=[O:17])[NH:15][CH:14]=[CH:13][N:12]2[S:18]([C:21]2[CH:27]=[CH:26][C:24]([CH3:25])=[CH:23][CH:22]=2)(=[O:20])=[O:19])[CH2:6][CH2:5][N:4](C(OC(C)(C)C)=O)[CH2:3]1.Cl. Product: [CH3:1][C:2]1([CH3:36])[CH:7]([NH:8][C:9](=[O:28])[CH2:10][C@@H:11]2[C:16](=[O:17])[NH:15][CH:14]=[CH:13][N:12]2[S:18]([C:21]2[CH:22]=[CH:23][C:24]([CH3:25])=[CH:26][CH:27]=2)(=[O:20])=[O:19])[CH2:6][CH2:5][NH:4][CH2:3]1. The catalyst class is: 158. (5) Reactant: [CH2:1]([N:8]1[C:12]2[CH:13]=[CH:14][C:15]3[N:16]([C:17]([CH3:20])=[N:18][N:19]=3)[C:11]=2[CH:10]=[C:9]1[C:21]1[CH:25]=[CH:24][N:23]([CH2:26][CH2:27][C:28]([OH:30])=O)[N:22]=1)[C:2]1[CH:7]=[CH:6][CH:5]=[CH:4][CH:3]=1.[CH:31]([N:34](CC)[CH:35](C)C)(C)C.F[P-](F)(F)(F)(F)F.C[N+](C)=C(N(C)C)ON1C2N=CC=CC=2N=N1.CNC.C1COCC1. The catalyst class is: 121. Product: [CH2:1]([N:8]1[C:12]2[CH:13]=[CH:14][C:15]3[N:16]([C:17]([CH3:20])=[N:18][N:19]=3)[C:11]=2[CH:10]=[C:9]1[C:21]1[CH:25]=[CH:24][N:23]([CH2:26][CH2:27][C:28]([N:34]([CH3:35])[CH3:31])=[O:30])[N:22]=1)[C:2]1[CH:3]=[CH:4][CH:5]=[CH:6][CH:7]=1. (6) Reactant: Br[CH2:2][C:3]1[C:7]2[N:8]([CH3:18])[CH:9]=[C:10]([C:13]([O:15][CH2:16][CH3:17])=[O:14])[C:11](=[O:12])[C:6]=2[S:5][CH:4]=1.[N-:19]=[N+:20]=[N-:21].[Na+]. Product: [N:19]([CH2:2][C:3]1[C:7]2[N:8]([CH3:18])[CH:9]=[C:10]([C:13]([O:15][CH2:16][CH3:17])=[O:14])[C:11](=[O:12])[C:6]=2[S:5][CH:4]=1)=[N+:20]=[N-:21]. The catalyst class is: 18.